From a dataset of Forward reaction prediction with 1.9M reactions from USPTO patents (1976-2016). Predict the product of the given reaction. (1) Given the reactants O[C:2]1[C:11]2[C:6](=[CH:7][C:8]([O:12][CH3:13])=[CH:9][CH:10]=2)[N:5]=[N:4][CH:3]=1.CN(C=O)C.S(Cl)([Cl:21])=O, predict the reaction product. The product is: [ClH:21].[Cl:21][C:2]1[C:11]2[C:6](=[CH:7][C:8]([O:12][CH3:13])=[CH:9][CH:10]=2)[N:5]=[N:4][CH:3]=1. (2) Given the reactants [CH3:1][C:2]([O:13][Si](C)(C)C)([CH3:12])[C:3]#[C:4][C:5]([C:7]1[N:8]=[CH:9][S:10][CH:11]=1)=[O:6].CC1C=CC(S(O)(=O)=O)=CC=1, predict the reaction product. The product is: [OH:13][C:2]([CH3:12])([CH3:1])[C:3]#[C:4][C:5]([C:7]1[N:8]=[CH:9][S:10][CH:11]=1)=[O:6]. (3) Given the reactants [N:1]1[C:5]2[CH:6]=[CH:7][CH:8]=[CH:9][C:4]=2[NH:3][CH:2]=1.C(=O)([O-])[O-].[Cs+].[Cs+].[Al].[F:17][C:18]1[CH:23]=[C:22]([F:24])[CH:21]=[CH:20][C:19]=1I, predict the reaction product. The product is: [F:17][C:18]1[CH:23]=[C:22]([F:24])[CH:21]=[CH:20][C:19]=1[N:1]1[C:5]2[CH:6]=[CH:7][CH:8]=[CH:9][C:4]=2[N:3]=[CH:2]1. (4) Given the reactants [CH3:1][O:2][C:3]([C@@H:5]1[CH2:10][CH2:9][C@@H:8]([O:11][Si:12]([C:25]([CH3:28])([CH3:27])[CH3:26])([C:19]2[CH:24]=[CH:23][CH:22]=[CH:21][CH:20]=2)[C:13]2[CH:18]=[CH:17][CH:16]=[CH:15][CH:14]=2)[CH2:7][C@H:6]1[C:29]([O:31]CC1C=CC=CC=1)=[O:30])=[O:4], predict the reaction product. The product is: [CH3:1][O:2][C:3]([C@@H:5]1[CH2:10][CH2:9][C@@H:8]([O:11][Si:12]([C:25]([CH3:28])([CH3:26])[CH3:27])([C:13]2[CH:14]=[CH:15][CH:16]=[CH:17][CH:18]=2)[C:19]2[CH:20]=[CH:21][CH:22]=[CH:23][CH:24]=2)[CH2:7][C@H:6]1[C:29]([OH:31])=[O:30])=[O:4]. (5) Given the reactants Br[CH2:2][CH2:3][CH2:4][CH2:5][CH2:6][CH2:7][CH2:8][Br:9].C(=O)([O-])[O-].[K+].[K+].[Cl:16][C:17]1[CH:22]=[CH:21][C:20]([SH:23])=[CH:19][CH:18]=1, predict the reaction product. The product is: [Br:9][CH2:8][CH2:7][CH2:6][CH2:5][CH2:4][CH2:3][CH2:2][S:23][C:20]1[CH:21]=[CH:22][C:17]([Cl:16])=[CH:18][CH:19]=1. (6) Given the reactants [CH3:1][O:2][CH2:3][C:4]1[CH:9]=[C:8]([C:10]([OH:12])=O)[CH:7]=[CH:6][C:5]=1[C:13]1[CH:18]=[CH:17][CH:16]=[CH:15][C:14]=1[CH3:19].O[N:21]=[C:22]([C:24]1[CH:29]=[CH:28][C:27]([O:30][CH2:31][CH2:32][OH:33])=[CH:26][CH:25]=1)[NH2:23], predict the reaction product. The product is: [CH3:1][O:2][CH2:3][C:4]1[CH:9]=[C:8]([C:10]2[O:12][N:23]=[C:22]([C:24]3[CH:29]=[CH:28][C:27]([O:30][CH2:31][CH2:32][OH:33])=[CH:26][CH:25]=3)[N:21]=2)[CH:7]=[CH:6][C:5]=1[C:13]1[CH:18]=[CH:17][CH:16]=[CH:15][C:14]=1[CH3:19]. (7) Given the reactants [CH3:1][O:2][C:3]1[N:4]=[CH:5][CH:6]=[C:7]2[C:11]([C:12]3[CH:18]=[C:17]([S:19]([CH3:22])(=[O:21])=[O:20])[CH:16]=[CH:15][C:13]=3[NH2:14])=[CH:10][N:9]([CH3:23])[C:8]=12.[CH:24]1([CH:29]=O)[CH2:28][CH2:27][CH2:26][CH2:25]1, predict the reaction product. The product is: [CH:24]1([CH2:29][NH:14][C:13]2[CH:15]=[CH:16][C:17]([S:19]([CH3:22])(=[O:21])=[O:20])=[CH:18][C:12]=2[C:11]2[C:7]3[C:8](=[C:3]([O:2][CH3:1])[N:4]=[CH:5][CH:6]=3)[N:9]([CH3:23])[CH:10]=2)[CH2:28][CH2:27][CH2:26][CH2:25]1.